This data is from Forward reaction prediction with 1.9M reactions from USPTO patents (1976-2016). The task is: Predict the product of the given reaction. Given the reactants [Br:1][C:2]1[CH:3]=[CH:4][C:5]([N:8]2[CH2:16][C@H:15]3[C@H:10]([NH:11][CH2:12][CH2:13][CH2:14]3)[CH2:9]2)=[N:6][CH:7]=1.[C:17](=O)([O-])[O-].[K+].[K+].IC, predict the reaction product. The product is: [Br:1][C:2]1[CH:3]=[CH:4][C:5]([N:8]2[CH2:16][C@H:15]3[C@H:10]([N:11]([CH3:17])[CH2:12][CH2:13][CH2:14]3)[CH2:9]2)=[N:6][CH:7]=1.